The task is: Predict the reactants needed to synthesize the given product.. This data is from Full USPTO retrosynthesis dataset with 1.9M reactions from patents (1976-2016). (1) Given the product [Br:1][C:2]1[CH:3]=[C:4]2[C:8](=[CH:9][CH:10]=1)[N:7]([CH2:14][O:15][CH2:16][CH2:17][Si:18]([CH3:21])([CH3:20])[CH3:19])[N:6]=[CH:5]2, predict the reactants needed to synthesize it. The reactants are: [Br:1][C:2]1[CH:3]=[C:4]2[C:8](=[CH:9][CH:10]=1)[NH:7][N:6]=[CH:5]2.[OH-].[Na+].Cl[CH2:14][O:15][CH2:16][CH2:17][Si:18]([CH3:21])([CH3:20])[CH3:19]. (2) Given the product [CH2:12]([NH:14][C:9]([C@H:6]1[CH2:5][CH2:4][C@H:3]([O:2][CH3:1])[CH2:8][CH2:7]1)=[O:11])[CH3:13], predict the reactants needed to synthesize it. The reactants are: [CH3:1][O:2][C@H:3]1[CH2:8][CH2:7][C@H:6]([C:9]([OH:11])=O)[CH2:5][CH2:4]1.[CH2:12]([NH2:14])[CH3:13].C1COCC1.ON1C2C=CC=CC=2N=N1.CCN=C=NCCCN(C)C.Cl.Cl.